From a dataset of Catalyst prediction with 721,799 reactions and 888 catalyst types from USPTO. Predict which catalyst facilitates the given reaction. (1) Reactant: [C:1]([Si:5]([CH3:24])([CH3:23])[O:6][C:7]1[CH:16]=[C:15]2[C:10]([C:11]3[CH2:22][CH2:21][CH:20]=[CH:19][CH2:18][C:12]=3[C:13](=[O:17])[O:14]2)=[CH:9][CH:8]=1)([CH3:4])([CH3:3])[CH3:2].[H][H]. Product: [C:1]([Si:5]([CH3:24])([CH3:23])[O:6][C:7]1[CH:16]=[C:15]2[C:10]([C:11]3[CH2:22][CH2:21][CH2:20][CH2:19][CH2:18][C:12]=3[C:13](=[O:17])[O:14]2)=[CH:9][CH:8]=1)([CH3:4])([CH3:3])[CH3:2]. The catalyst class is: 43. (2) The catalyst class is: 367. Reactant: [C:9](O[C:9]([O:11][C:12]([CH3:15])([CH3:14])[CH3:13])=[O:10])([O:11][C:12]([CH3:15])([CH3:14])[CH3:13])=[O:10].[O:16]=[C:17]1[C:25](=[O:26])[C:24]2[C:19](=[CH:20][CH:21]=[C:22]([CH:27]([CH2:33][CH2:34][CH:35]([F:37])[F:36])[C:28]([O:30][CH2:31][CH3:32])=[O:29])[CH:23]=2)[NH:18]1. Product: [CH2:31]([O:30][C:28]([CH:27]([C:22]1[CH:23]=[C:24]2[C:19](=[CH:20][CH:21]=1)[N:18]([C:9]([O:11][C:12]([CH3:13])([CH3:14])[CH3:15])=[O:10])[C:17](=[O:16])[C:25]2=[O:26])[CH2:33][CH2:34][CH:35]([F:36])[F:37])=[O:29])[CH3:32]. (3) Reactant: [F:1][C:2]([F:31])([F:30])[C:3]1[CH:4]=[C:5]([CH:23]=[C:24]([C:26]([F:29])([F:28])[F:27])[CH:25]=1)[C:6]([N:8]1[CH2:13][CH2:12][NH:11][CH2:10][C@H:9]1[CH2:14][C:15]1[CH:20]=[CH:19][C:18]([CH3:21])=[C:17]([CH3:22])[CH:16]=1)=[O:7].C(=O)([O-])[O-].[K+].[K+].[CH2:38](Br)[C:39]#[CH:40].O. Product: [F:31][C:2]([F:1])([F:30])[C:3]1[CH:4]=[C:5]([CH:23]=[C:24]([C:26]([F:27])([F:28])[F:29])[CH:25]=1)[C:6]([N:8]1[CH2:13][CH2:12][N:11]([CH2:40][C:39]#[CH:38])[CH2:10][C@H:9]1[CH2:14][C:15]1[CH:20]=[CH:19][C:18]([CH3:21])=[C:17]([CH3:22])[CH:16]=1)=[O:7]. The catalyst class is: 9. (4) Reactant: [C:1]([O:5][C:6]([NH:8][C@@H:9]([C:12]1[NH:13][CH:14]=[CH:15][C:16]=1[C:17]([O:19][C:20]([CH3:23])([CH3:22])[CH3:21])=[O:18])[CH2:10][CH3:11])=[O:7])([CH3:4])([CH3:3])[CH3:2].CC(C)([O-])C.[Na+].[C:30]1([CH3:40])[CH:35]=[CH:34][C:33]([S:36](Cl)(=[O:38])=[O:37])=[CH:32][CH:31]=1.O. Product: [C:1]([O:5][C:6]([NH:8][C@@H:9]([C:12]1[N:13]([S:36]([C:33]2[CH:34]=[CH:35][C:30]([CH3:40])=[CH:31][CH:32]=2)(=[O:38])=[O:37])[CH:14]=[CH:15][C:16]=1[C:17]([O:19][C:20]([CH3:22])([CH3:21])[CH3:23])=[O:18])[CH2:10][CH3:11])=[O:7])([CH3:4])([CH3:2])[CH3:3]. The catalyst class is: 49. (5) Reactant: [C:1]([O:5][C:6]([N:8]1[CH2:13][CH2:12][CH:11]([CH:14]([N:17]2[CH2:22][CH2:21][CH:20]([C:23]3[C:31]4[C:26](=[CH:27][CH:28]=[CH:29][CH:30]=4)[NH:25][CH:24]=3)[CH2:19][CH2:18]2)[CH2:15]O)[CH2:10][CH2:9]1)=[O:7])([CH3:4])([CH3:3])[CH3:2].C[CH2:33][N:34](CC)[CH2:35]C.CS(Cl)(=O)=O.Cl.CNC. Product: [C:1]([O:5][C:6]([N:8]1[CH2:13][CH2:12][CH:11]([CH:14]([N:17]2[CH2:18][CH2:19][CH:20]([C:23]3[C:31]4[C:26](=[CH:27][CH:28]=[CH:29][CH:30]=4)[NH:25][CH:24]=3)[CH2:21][CH2:22]2)[CH2:15][N:34]([CH3:35])[CH3:33])[CH2:10][CH2:9]1)=[O:7])([CH3:4])([CH3:3])[CH3:2]. The catalyst class is: 1. (6) Reactant: [Cl:1][C:2]1[CH:10]=[C:9]2[C:5]([C:6](=[O:20])[C:7](=[O:19])[N:8]2[CH:11]([CH2:15][CH:16]([CH3:18])[CH3:17])[C:12]([OH:14])=O)=[CH:4][CH:3]=1.[S:21]1[CH:25]=[CH:24][N:23]=[C:22]1[NH2:26].C(N(CC)C(C)C)(C)C.F[P-](F)(F)(F)(F)F.N1(O[P+](N(C)C)(N(C)C)N(C)C)C2C=CC=CC=2N=N1. Product: [S:21]1[CH:25]=[CH:24][N:23]=[C:22]1[NH:26][C:12](=[O:14])[CH:11]([N:8]1[C:9]2[C:5](=[CH:4][CH:3]=[C:2]([Cl:1])[CH:10]=2)[C:6](=[O:20])[C:7]1=[O:19])[CH2:15][CH:16]([CH3:18])[CH3:17]. The catalyst class is: 42. (7) Product: [Br:1][C:2]1[CH:3]=[C:4]([NH:8][S:24]([C:17]2[CH:18]=[CH:19][C:20]([O:22][CH3:23])=[CH:21][C:16]=2[F:15])(=[O:25])=[O:26])[CH:5]=[N:6][CH:7]=1. The catalyst class is: 4. Reactant: [Br:1][C:2]1[CH:3]=[C:4]([NH2:8])[CH:5]=[N:6][CH:7]=1.N1C=CC=CC=1.[F:15][C:16]1[CH:21]=[C:20]([O:22][CH3:23])[CH:19]=[CH:18][C:17]=1[S:24](Cl)(=[O:26])=[O:25]. (8) Reactant: [OH-].[K+].C(OC([N:8]1[CH2:13][CH2:12][CH:11]([C:14]2[CH:19]=[C:18]([NH:20][CH2:21][C:22]3[CH:27]=[CH:26][C:25]([Cl:28])=[CH:24][C:23]=3[Cl:29])[N:17]3[N:30]=[CH:31][CH:32]=[C:16]3[N:15]=2)[CH2:10][CH2:9]1)=O)C.[Cl-].[NH4+]. Product: [Cl:29][C:23]1[CH:24]=[C:25]([Cl:28])[CH:26]=[CH:27][C:22]=1[CH2:21][NH:20][C:18]1[N:17]2[N:30]=[CH:31][CH:32]=[C:16]2[N:15]=[C:14]([CH:11]2[CH2:12][CH2:13][NH:8][CH2:9][CH2:10]2)[CH:19]=1. The catalyst class is: 41. (9) Reactant: [CH2:1]([C:3]1([CH2:11][O:12][CH3:13])[CH2:8][O:7][C:6]([CH3:10])([CH3:9])[O:5][CH2:4]1)[CH3:2].[CH2:14](OCC)C.C[Mg]I.[Cl-].[NH4+]. Product: [C:6]([O:7][CH2:8][C:3]([CH2:11][O:12][CH3:13])([CH2:1][CH3:2])[CH2:4][OH:5])([CH3:14])([CH3:10])[CH3:9]. The catalyst class is: 11. (10) Reactant: [CH:1]1[C:11]2[CH2:10][CH2:9][C:8]3[CH:12]=[CH:13][CH:14]=[CH:15][C:7]=3[CH:6]([NH:16][CH2:17][CH2:18][NH2:19])[C:5]=2[CH:4]=[CH:3][CH:2]=1.C(N(CC)CC)C.[Cl:27][C:28]1[CH:33]=[CH:32][C:31]([S:34](Cl)(=[O:36])=[O:35])=[CH:30][CH:29]=1.[Na+].[Cl-]. Product: [Cl:27][C:28]1[CH:33]=[CH:32][C:31]([S:34]([NH:19][CH2:18][CH2:17][NH:16][CH:6]2[C:5]3[CH:4]=[CH:3][CH:2]=[CH:1][C:11]=3[CH2:10][CH2:9][C:8]3[CH:12]=[CH:13][CH:14]=[CH:15][C:7]2=3)(=[O:36])=[O:35])=[CH:30][CH:29]=1. The catalyst class is: 3.